This data is from Reaction yield outcomes from USPTO patents with 853,638 reactions. The task is: Predict the reaction yield, written as a fraction of the theoretical maximum amount of product (1.0 means a 100% yield; for example, 0.34 means a 34% yield). The reactants are [Cl:1][C:2]1[CH:7]=[CH:6][C:5]([S:8]([NH:11][C@@H:12]2[CH2:17][CH2:16][CH2:15][CH2:14][C@H:13]2[CH2:18][OH:19])(=[O:10])=[O:9])=[CH:4][CH:3]=1.C(=O)([O-])[O-].[Cs+].[Cs+].Br[CH2:27][C:28]1[C:33]([F:34])=[CH:32][C:31]([C:35]2[O:36][CH:37]=[CH:38][N:39]=2)=[C:30]([F:40])[CH:29]=1.ClC1C=CC(S(N(CC2C=CC(C3OC=CN=3)=C(F)C=2F)[C@@H]2CCCC[C@H]2CO)(=O)=O)=CC=1. No catalyst specified. The yield is 0.310. The product is [Cl:1][C:2]1[CH:7]=[CH:6][C:5]([S:8]([N:11]([CH2:27][C:28]2[CH:29]=[C:30]([F:40])[C:31]([C:35]3[O:36][CH:37]=[CH:38][N:39]=3)=[CH:32][C:33]=2[F:34])[C@@H:12]2[CH2:17][CH2:16][CH2:15][CH2:14][C@H:13]2[CH2:18][OH:19])(=[O:9])=[O:10])=[CH:4][CH:3]=1.